From a dataset of Forward reaction prediction with 1.9M reactions from USPTO patents (1976-2016). Predict the product of the given reaction. (1) Given the reactants [CH2:1]([O:5][CH2:6][CH2:7][O:8][CH2:9][CH2:10][OH:11])[CH2:2]CC.C(OCCOCCOCCO)CCC.COCCCOCCCO.CC(O)COC(CO)C, predict the reaction product. The product is: [CH2:1]([O:5][CH2:6][CH2:7][O:8][CH2:9][CH2:10][OH:11])[CH3:2]. (2) Given the reactants [CH:1]([C:4]1[N:5]=[C:6]([C:9]2[CH:18]=[C:17]([O:19][CH2:20][CH2:21][C@@H:22]3[NH:36][C:35](=[O:37])[N:34]([CH3:38])[CH2:33][CH2:32][CH2:31][CH2:30][CH:29]=[CH:28][C@H:27]4[C@@:25]([C:39](O)=[O:40])([CH2:26]4)[NH:24][C:23]3=[O:42])[C:16]3[C:11](=[C:12]([Cl:45])[C:13]([O:43][CH3:44])=[CH:14][CH:15]=3)[N:10]=2)[S:7][CH:8]=1)([CH3:3])[CH3:2].[CH:46]1([CH2:49][C:50]2([S:53]([NH-:56])(=[O:55])=[O:54])[CH2:52][CH2:51]2)[CH2:48][CH2:47]1, predict the reaction product. The product is: [CH:1]([C:4]1[N:5]=[C:6]([C:9]2[CH:18]=[C:17]([O:19][CH2:20][CH2:21][C@@H:22]3[NH:36][C:35](=[O:37])[N:34]([CH3:38])[CH2:33][CH2:32][CH2:31][CH2:30][CH:29]=[CH:28][C@H:27]4[C@@:25]([C:39]([NH:56][S:53]([C:50]5([CH2:49][CH:46]6[CH2:47][CH2:48]6)[CH2:51][CH2:52]5)(=[O:54])=[O:55])=[O:40])([CH2:26]4)[NH:24][C:23]3=[O:42])[C:16]3[C:11](=[C:12]([Cl:45])[C:13]([O:43][CH3:44])=[CH:14][CH:15]=3)[N:10]=2)[S:7][CH:8]=1)([CH3:3])[CH3:2]. (3) The product is: [C:1]([O:5][C:6]([NH:8][CH2:9][C:10]#[C:11][C:12]1[CH:41]=[CH:40][C:15]([C:16]([NH:18][CH2:19][CH2:20][C:21]2[CH:22]=[C:23]3[C:27](=[CH:28][CH:29]=2)[N:26]([C:30]([O:32][C:33]([CH3:36])([CH3:35])[CH3:34])=[O:31])[CH:25]=[C:24]3[C:37](=[NH:48])[NH2:38])=[O:17])=[CH:14][CH:13]=1)=[O:7])([CH3:4])([CH3:3])[CH3:2]. Given the reactants [C:1]([O:5][C:6]([NH:8][CH2:9][C:10]#[C:11][C:12]1[CH:41]=[CH:40][C:15]([C:16]([NH:18][CH2:19][CH2:20][C:21]2[CH:22]=[C:23]3[C:27](=[CH:28][CH:29]=2)[N:26]([C:30]([O:32][C:33]([CH3:36])([CH3:35])[CH3:34])=[O:31])[CH:25]=[C:24]3[C:37](=S)[NH2:38])=[O:17])=[CH:14][CH:13]=1)=[O:7])([CH3:4])([CH3:3])[CH3:2].CI.C([O-])(=O)C.[NH4+:48], predict the reaction product. (4) The product is: [Br:26][C:27]1[CH:28]=[N:29][N:30]([CH2:32][C:33]2[CH:34]=[C:35]([CH2:36][NH2:38])[CH:39]=[CH:40][CH:41]=2)[CH:31]=1. Given the reactants BrC1C2C1CNC1C=CC=CC=12.BrC1C2C3CC3C(=O)NC=2C=CC=1.[Br:26][C:27]1[CH:28]=[N:29][N:30]([CH2:32][C:33]2[CH:34]=[C:35]([CH:39]=[CH:40][CH:41]=2)[C:36]([NH2:38])=O)[CH:31]=1, predict the reaction product. (5) Given the reactants [N+:1]([C:4]1[CH:15]=[CH:14][C:7]2[S:8][C:9]([C:11]([OH:13])=O)=[CH:10][C:6]=2[CH:5]=1)([O-:3])=[O:2].C(Cl)(C(Cl)=O)=O.CN(C=O)C.[Cl:27][C:28]1[N:33]=[C:32]([NH2:34])[CH:31]=[C:30]([C:35]([C:38]2[CH:43]=[C:42]([O:44][C:45]([F:48])([F:47])[F:46])[CH:41]=[C:40]([O:49][CH3:50])[CH:39]=2)([CH3:37])[CH3:36])[CH:29]=1, predict the reaction product. The product is: [Cl:27][C:28]1[N:33]=[C:32]([NH:34][C:11]([C:9]2[S:8][C:7]3[CH:14]=[CH:15][C:4]([N+:1]([O-:3])=[O:2])=[CH:5][C:6]=3[CH:10]=2)=[O:13])[CH:31]=[C:30]([C:35]([C:38]2[CH:43]=[C:42]([O:44][C:45]([F:46])([F:47])[F:48])[CH:41]=[C:40]([O:49][CH3:50])[CH:39]=2)([CH3:37])[CH3:36])[CH:29]=1. (6) Given the reactants [SH2:1].[N:2]1[CH:7]=[CH:6][C:5]([CH2:8][C:9]#[N:10])=[CH:4][CH:3]=1, predict the reaction product. The product is: [N:2]1[CH:7]=[CH:6][C:5]([CH2:8][C:9](=[S:1])[NH2:10])=[CH:4][CH:3]=1.